From a dataset of Forward reaction prediction with 1.9M reactions from USPTO patents (1976-2016). Predict the product of the given reaction. The product is: [CH3:15][O:16][C:17]1[CH:26]=[C:25]([CH2:8][N:2]2[CH2:3][C@@H:4]3[CH2:7][C@H:1]2[CH2:6][NH:5]3)[CH:24]=[CH:23][C:18]=1[C:19]([O:21][CH3:22])=[O:20]. Given the reactants [C@H:1]12[CH2:7][C@H:4]([NH:5][CH2:6]1)[CH2:3][N:2]2[C:8](OC(C)(C)C)=O.[CH3:15][O:16][C:17]1[CH:26]=[C:25](CBr)[CH:24]=[CH:23][C:18]=1[C:19]([O:21][CH3:22])=[O:20], predict the reaction product.